From a dataset of Forward reaction prediction with 1.9M reactions from USPTO patents (1976-2016). Predict the product of the given reaction. (1) Given the reactants [OH:1][C:2]1[CH:7]=[CH:6][C:5]([CH2:8][CH2:9][NH:10][C:11](=[O:18])[CH:12]([OH:17])[CH:13]([CH3:16])[CH2:14][CH3:15])=[CH:4][CH:3]=1.CC(C)=O.OS(O)(=O)=O.O=[Cr](=O)=O.CC(O)C, predict the reaction product. The product is: [OH:1][C:2]1[CH:3]=[CH:4][C:5]([CH2:8][CH2:9][NH:10][C:11](=[O:18])[C:12](=[O:17])[CH:13]([CH3:16])[CH2:14][CH3:15])=[CH:6][CH:7]=1. (2) Given the reactants [Br:1][C:2]1[CH:3]=[C:4]2[C:8](=[CH:9][CH:10]=1)[NH:7][C:6]1[CH2:11][NH:12][CH2:13][CH2:14][C:5]2=1.C1COCC1.[CH3:20][C:21]([O:24][C:25](O[C:25]([O:24][C:21]([CH3:23])([CH3:22])[CH3:20])=[O:26])=[O:26])([CH3:23])[CH3:22], predict the reaction product. The product is: [Br:1][C:2]1[CH:3]=[C:4]2[C:8](=[CH:9][CH:10]=1)[NH:7][C:6]1[CH2:11][N:12]([C:25]([O:24][C:21]([CH3:23])([CH3:22])[CH3:20])=[O:26])[CH2:13][CH2:14][C:5]2=1. (3) Given the reactants [CH2:1]([CH:3]([C:6]1[C:7]2[N:8]([C:13]([C:17]3[S:18][C:19]([C:23]4[CH:28]=[CH:27][CH:26]=[CH:25][N:24]=4)=[CH:20][C:21]=3[CH3:22])=[C:14]([CH3:16])[N:15]=2)[N:9]=[C:10]([CH3:12])[CH:11]=1)[CH2:4][CH3:5])[CH3:2].[CH3:29][S:30]([OH:33])(=[O:32])=[O:31], predict the reaction product. The product is: [CH3:29][S:30]([OH:33])(=[O:32])=[O:31].[CH2:1]([CH:3]([C:6]1[C:7]2[N:8]([C:13]([C:17]3[S:18][C:19]([C:23]4[CH:28]=[CH:27][CH:26]=[C:25]([CH3:29])[N:24]=4)=[CH:20][C:21]=3[CH3:22])=[C:14]([CH3:16])[N:15]=2)[N:9]=[C:10]([CH3:12])[CH:11]=1)[CH2:4][CH3:5])[CH3:2]. (4) Given the reactants [CH2:1]([C:3]1[CH:10]=[CH:9][C:6]([CH:7]=[O:8])=[CH:5][CH:4]=1)[CH3:2].C1C(=O)N([Br:18])C(=O)C1, predict the reaction product. The product is: [Br:18][C:4]1[CH:5]=[C:6]([CH:9]=[CH:10][C:3]=1[CH2:1][CH3:2])[CH:7]=[O:8]. (5) Given the reactants [Cl:1][C:2]1[CH:7]=[CH:6][C:5]([C:8]2[C:17]3[CH:16]=[C:15]([C:18]4[CH:23]=[CH:22][N:21]=[CH:20][CH:19]=4)[S:14][C:13]=3[CH2:12][CH2:11][CH2:10][CH:9]=2)=[CH:4][CH:3]=1.C([OH:28])(C)(C)C.CC(C)=O.C[N+]1([O-])CCOCC1.[OH2:41], predict the reaction product. The product is: [Cl:1][C:2]1[CH:7]=[CH:6][C:5]([C:8]2([OH:28])[C:17]3[CH:16]=[C:15]([C:18]4[CH:19]=[CH:20][N:21]=[CH:22][CH:23]=4)[S:14][C:13]=3[CH2:12][CH2:11][CH2:10][CH:9]2[OH:41])=[CH:4][CH:3]=1. (6) The product is: [CH3:26][N:27]([C:28]1[CH:33]=[C:32]([CH3:34])[CH:31]=[CH:30][N:29]=1)[C:8]([C:5]1[C:4]([NH:11][S:12]([C:15]2[CH:20]=[CH:19][C:18]([Cl:21])=[C:17]([C:22]([F:25])([F:23])[F:24])[CH:16]=2)(=[O:13])=[O:14])=[CH:3][C:2]([Cl:1])=[CH:7][N:6]=1)=[O:9]. Given the reactants [Cl:1][C:2]1[CH:3]=[C:4]([NH:11][S:12]([C:15]2[CH:20]=[CH:19][C:18]([Cl:21])=[C:17]([C:22]([F:25])([F:24])[F:23])[CH:16]=2)(=[O:14])=[O:13])[C:5]([C:8](O)=[O:9])=[N:6][CH:7]=1.[CH3:26][NH:27][C:28]1[CH:33]=[C:32]([CH3:34])[CH:31]=[CH:30][N:29]=1.F[P-](F)(F)(F)(F)F.N1(O[P+](N(C)C)(N(C)C)N(C)C)C2C=CC=CC=2N=N1.CCN(C(C)C)C(C)C, predict the reaction product. (7) Given the reactants Cl[C:2]1[N:3]=[C:4]2[C:9](=[CH:10][CH:11]=1)[N:8]=[CH:7][C:6]([C:12](=[O:14])[CH3:13])=[C:5]2[NH:15][CH:16]1[CH2:21][CH2:20][CH:19]([CH2:22][N:23]2[CH2:28][CH2:27][O:26][CH2:25][CH2:24]2)[CH2:18][CH2:17]1.[Cl:29][C:30]1[CH:35]=[C:34](B2OC(C)(C)C(C)(C)O2)[CH:33]=[C:32]([Cl:45])[C:31]=1[OH:46], predict the reaction product. The product is: [Cl:29][C:30]1[CH:35]=[C:34]([C:2]2[N:3]=[C:4]3[C:9](=[CH:10][CH:11]=2)[N:8]=[CH:7][C:6]([C:12](=[O:14])[CH3:13])=[C:5]3[NH:15][C@H:16]2[CH2:17][CH2:18][C@H:19]([CH2:22][N:23]3[CH2:24][CH2:25][O:26][CH2:27][CH2:28]3)[CH2:20][CH2:21]2)[CH:33]=[C:32]([Cl:45])[C:31]=1[OH:46].